This data is from Reaction yield outcomes from USPTO patents with 853,638 reactions. The task is: Predict the reaction yield, written as a fraction of the theoretical maximum amount of product (1.0 means a 100% yield; for example, 0.34 means a 34% yield). (1) The reactants are [Br:1][C:2]1[CH:10]=[CH:9][C:5]([C:6](O)=[O:7])=[C:4]([N+:11]([O-:13])=[O:12])[CH:3]=1.C(=O)([O-])O.[Na+]. The catalyst is O1CCCC1. The product is [Br:1][C:2]1[CH:10]=[CH:9][C:5]([CH2:6][OH:7])=[C:4]([N+:11]([O-:13])=[O:12])[CH:3]=1. The yield is 0.960. (2) The reactants are [I:1][C:2]1[C:3]([N+:12]([O-])=O)=[C:4]([CH:8]=[CH:9][C:10]=1[CH3:11])[C:5]([OH:7])=[O:6].C(O)(=O)C.Cl. The catalyst is C(O)C.[Fe]. The product is [NH2:12][C:3]1[C:2]([I:1])=[C:10]([CH3:11])[CH:9]=[CH:8][C:4]=1[C:5]([OH:7])=[O:6]. The yield is 0.960. (3) The reactants are [C:1]([NH2:4])(=[S:3])[CH3:2].Br[CH:6]([C:12](OCC)=[O:13])[C:7]([O:9][CH2:10][CH3:11])=[O:8]. The catalyst is C1(C)C=CC=CC=1. The product is [CH2:10]([O:9][C:7]([C:6]1[S:3][C:1]([CH3:2])=[N:4][C:12]=1[OH:13])=[O:8])[CH3:11]. The yield is 0.260. (4) The reactants are [CH3:1][C:2]1[C:7]([C:8]([OH:11])([CH3:10])[CH3:9])=[CH:6][CH:5]=[CH:4][N:3]=1.[CH3:12][C:13](OC(C)=O)=[O:14]. The catalyst is CN(C1C=CN=CC=1)C. The yield is 0.750. The product is [CH3:10][C:8]([O:11][C:13](=[O:14])[CH3:12])([C:7]1[C:2]([CH3:1])=[N:3][CH:4]=[CH:5][CH:6]=1)[CH3:9]. (5) The reactants are CO[CH:3]([C:6]1[CH:11]=[CH:10][CH:9]=[CH:8][CH:7]=1)[C:4]#[N:5].[H-].[Na+].[CH3:14]I.O.C1C[O:20][CH2:19]C1. No catalyst specified. The product is [CH3:19][O:20][C:10]1[CH:11]=[C:6]([CH:3]([CH3:14])[C:4]#[N:5])[CH:7]=[CH:8][CH:9]=1. The yield is 0.440. (6) The reactants are Cl[C:2]1[N:11]=[C:10]([NH:12][CH3:13])[C:9]2[CH2:8][CH2:7][CH2:6][CH2:5][C:4]=2[N:3]=1.[CH2:14]([O:21][C:22](=[O:32])[NH:23][CH2:24][C@H:25]1[CH2:30][CH2:29][C@@H:28]([NH2:31])[CH2:27][CH2:26]1)[C:15]1[CH:20]=[CH:19][CH:18]=[CH:17][CH:16]=1.C([O-])(O)=O.[Na+]. The catalyst is C(O)CCC. The product is [CH2:14]([O:21][C:22](=[O:32])[NH:23][CH2:24][C@H:25]1[CH2:30][CH2:29][C@@H:28]([NH:31][C:2]2[N:11]=[C:10]([NH:12][CH3:13])[C:9]3[CH2:8][CH2:7][CH2:6][CH2:5][C:4]=3[N:3]=2)[CH2:27][CH2:26]1)[C:15]1[CH:16]=[CH:17][CH:18]=[CH:19][CH:20]=1. The yield is 0.320. (7) The reactants are [CH2:1]([NH:3][CH2:4][CH3:5])[CH3:2].F[C:7]1[CH:12]=[CH:11][C:10]([C:13](=[O:21])[C:14]([C:17]([F:20])([F:19])[F:18])([OH:16])[CH3:15])=[CH:9][CH:8]=1. The catalyst is CC1C=CC(S(O)(=O)=O)=CC=1.CS(C)=O. The product is [CH2:1]([N:3]([CH2:4][CH3:5])[C:7]1[CH:12]=[CH:11][C:10]([C:13](=[O:21])[C:14]([OH:16])([C:17]([F:20])([F:19])[F:18])[CH3:15])=[CH:9][CH:8]=1)[CH3:2]. The yield is 0.980. (8) The reactants are [Na+].[OH:2][C:3]1[CH:8]=[CH:7][C:6]([S:9]([O-:12])(=[O:11])=[O:10])=[CH:5][CH:4]=1.Br[CH2:14][C:15]#[C:16][C:17]1[CH:22]=[CH:21][C:20]([Cl:23])=[CH:19][CH:18]=1. The catalyst is C(O)(C)C.[OH-].[Na+]. The product is [Cl:23][C:20]1[CH:21]=[CH:22][C:17]([C:16]#[C:15][CH2:14][O:2][C:3]2[CH:8]=[CH:7][C:6]([S:9]([OH:12])(=[O:10])=[O:11])=[CH:5][CH:4]=2)=[CH:18][CH:19]=1. The yield is 0.670. (9) The reactants are [CH:1]([C@H:3]1[CH2:8][C@@H:7]2[C@@H:5]([CH2:6]2)[N:4]1[C:9]([O:11][C:12]([CH3:15])([CH3:14])[CH3:13])=[O:10])=O.[OH2:16].[Cl-].O[NH3+:19].C(=O)([O-])[O-].[Na+].[Na+]. The catalyst is CO. The product is [OH:16][N:19]=[CH:1][C@H:3]1[CH2:8][C@@H:7]2[C@@H:5]([CH2:6]2)[N:4]1[C:9]([O:11][C:12]([CH3:15])([CH3:14])[CH3:13])=[O:10]. The yield is 1.00. (10) The reactants are [F:1][C:2]1[CH:7]=[CH:6][CH:5]=[CH:4][C:3]=1[NH:8][NH:9][C:10](=[O:19])[C:11]1[C:16]([F:17])=[CH:15][CH:14]=[CH:13][C:12]=1N.N([O-])=O.[Na+]. The catalyst is Cl.O.CCO.O. The product is [F:17][C:16]1[CH:15]=[CH:14][CH:13]=[C:12]2[C:11]=1[C:10]([OH:19])=[N:9][N:8]2[C:3]1[CH:4]=[CH:5][CH:6]=[CH:7][C:2]=1[F:1]. The yield is 0.950.